The task is: Predict the reaction yield, written as a fraction of the theoretical maximum amount of product (1.0 means a 100% yield; for example, 0.34 means a 34% yield).. This data is from Reaction yield outcomes from USPTO patents with 853,638 reactions. (1) The product is [CH3:22][O:23][C:24](=[O:35])[CH2:25][CH:26]([NH:34][C:9]([O:11][C:12]([CH3:13])([CH3:14])[CH3:15])=[O:10])[C:27]1[CH:32]=[CH:31][CH:30]=[CH:29][C:28]=1[Cl:33]. The catalyst is CN(C1C=CN=CC=1)C. The yield is 0.940. The reactants are [C:12]([O:11][C:9](O[C:9]([O:11][C:12]([CH3:15])([CH3:14])[CH3:13])=[O:10])=[O:10])([CH3:15])([CH3:14])[CH3:13].N1C=CC=CC=1.[CH3:22][O:23][C:24](=[O:35])[CH2:25][CH:26]([NH2:34])[C:27]1[CH:32]=[CH:31][CH:30]=[CH:29][C:28]=1[Cl:33]. (2) The reactants are [CH3:1][C:2]1[N:7]=[C:6]2[NH:8][CH:9]=[CH:10][C:5]2=[C:4]([C:11]2[CH:16]=[CH:15][C:14]([CH3:17])=[CH:13][CH:12]=2)[C:3]=1[C:18]([O:20][CH3:21])=[O:19].C(=O)([O-])[O-].[Cs+].[Cs+].[Cl:28][C:29]1[CH:36]=[CH:35][C:32]([CH2:33]Br)=[C:31]([F:37])[CH:30]=1.[NH4+].[Cl-]. The catalyst is CN(C)C=O.CCOC(C)=O. The product is [Cl:28][C:29]1[CH:36]=[CH:35][C:32]([CH2:33][N:8]2[C:6]3=[N:7][C:2]([CH3:1])=[C:3]([C:18]([O:20][CH3:21])=[O:19])[C:4]([C:11]4[CH:12]=[CH:13][C:14]([CH3:17])=[CH:15][CH:16]=4)=[C:5]3[CH:10]=[CH:9]2)=[C:31]([F:37])[CH:30]=1. The yield is 0.552. (3) The catalyst is C1COCC1.C(Cl)Cl. The reactants are S(C)C.[CH3:4][O:5][C:6]([C@H:8]1[N:12]2[C:13](=[O:36])[C:14]([C:34]#[N:35])=[C:15]([CH2:23][C:24]3[C:33]4[C:28](=[CH:29][CH:30]=[CH:31][CH:32]=4)[CH:27]=[CH:26][CH:25]=3)[C:16]([C:17]3[CH:22]=[CH:21][CH:20]=[CH:19][CH:18]=3)=[C:11]2[S:10][CH2:9]1)=[O:7].[OH-].[Na+]. The product is [CH3:4][O:5][C:6]([C@H:8]1[N:12]2[C:13](=[O:36])[C:14]([CH2:34][NH2:35])=[C:15]([CH2:23][C:24]3[C:33]4[C:28](=[CH:29][CH:30]=[CH:31][CH:32]=4)[CH:27]=[CH:26][CH:25]=3)[C:16]([C:17]3[CH:22]=[CH:21][CH:20]=[CH:19][CH:18]=3)=[C:11]2[S:10][CH2:9]1)=[O:7]. The yield is 0.720. (4) The reactants are [F:1][C:2]1[C:11]2[C:6](=[C:7]([N+:12]([O-])=O)[CH:8]=[CH:9][CH:10]=2)[CH:5]=[CH:4][CH:3]=1.[CH3:15][C:16](OC(C)=O)=[O:17]. The catalyst is CC(O)=O.[Fe]. The product is [F:1][C:2]1[CH:3]=[CH:4][CH:5]=[C:6]2[C:11]=1[CH:10]=[CH:9][CH:8]=[C:7]2[NH:12][C:16](=[O:17])[CH3:15]. The yield is 0.970. (5) The reactants are [N+:1]([C:4]1[CH:9]=[CH:8][C:7]([C:10]([F:13])([F:12])[F:11])=[CH:6][C:5]=1[NH:14][CH:15]1[CH2:20][CH2:19][N:18]([C:21]([O:23][CH2:24][CH3:25])=[O:22])[CH2:17][CH2:16]1)([O-])=O. The catalyst is CO.[Pd]. The product is [NH2:1][C:4]1[CH:9]=[CH:8][C:7]([C:10]([F:12])([F:13])[F:11])=[CH:6][C:5]=1[NH:14][CH:15]1[CH2:20][CH2:19][N:18]([C:21]([O:23][CH2:24][CH3:25])=[O:22])[CH2:17][CH2:16]1. The yield is 0.960. (6) The reactants are [CH3:1][C:2]1[S:6][CH:5]=[C:4](/[CH:7]=[C:8](/[C@H:10]2[O:27][C:25](=[O:26])[CH2:24][C@H:23]([OH:28])[C:22]([CH3:30])([CH3:29])[C:20](=[O:21])[C@H:19]([CH3:31])[C@@H:18]([OH:32])[C@@H:17]([CH3:33])[CH2:16][CH2:15][CH2:14][CH:13]=[CH:12][CH2:11]2)\[CH3:9])[N:3]=1.C(C(C)=[O:39])(F)(F)F.OS([O-])(=O)=O.[K+].C([O-])(O)=O.[Na+].CSC. The catalyst is CC#N.C(N(CC([O-])=O)CC(O)=O)CN(CC([O-])=O)CC(O)=O.[Na+].[Na+].O. The product is [CH3:1][C:2]1[S:6][CH:5]=[C:4](/[CH:7]=[C:8](/[C@H:10]2[O:27][C:25](=[O:26])[CH2:24][C@H:23]([OH:28])[C:22]([CH3:30])([CH3:29])[C:20](=[O:21])[C@H:19]([CH3:31])[C@@H:18]([OH:32])[C@@H:17]([CH3:33])[CH2:16][CH2:15][CH2:14][C@H:13]3[O:39][C@H:12]3[CH2:11]2)\[CH3:9])[N:3]=1. The yield is 0.570.